From a dataset of CYP1A2 inhibition data for predicting drug metabolism from PubChem BioAssay. Regression/Classification. Given a drug SMILES string, predict its absorption, distribution, metabolism, or excretion properties. Task type varies by dataset: regression for continuous measurements (e.g., permeability, clearance, half-life) or binary classification for categorical outcomes (e.g., BBB penetration, CYP inhibition). Dataset: cyp1a2_veith. (1) The drug is Cc1nn(-c2nc3ccccc3[nH]2)c(N)c1-c1ccc(Cl)cc1. The result is 1 (inhibitor). (2) The result is 1 (inhibitor). The molecule is Cl.OCCCCNCc1ccc(OCc2ccccc2Cl)cc1. (3) The molecule is COc1ccc2nc(SCC(=O)Nc3ccc4c(c3)OCCO4)[nH]c2c1. The result is 1 (inhibitor).